This data is from Experimentally validated miRNA-target interactions with 360,000+ pairs, plus equal number of negative samples. The task is: Binary Classification. Given a miRNA mature sequence and a target amino acid sequence, predict their likelihood of interaction. (1) The miRNA is mmu-miR-18b-5p with sequence UAAGGUGCAUCUAGUGCUGUUAG. The protein sequence of the target gene is MAEVGPGRVTVSRLGRGLRLGHRRPQTWEISDSDGEGVPAREVGTQAPSPAGERRAAAKALRADQVLGRLVVCVDPAVLEDAGSDILMEALGTLGCECRIEPQHQARSLQWNVVRPDPAPSNVPLEAKAENEQEQLLLLEPQEFLQGAAQLTQITDPPCSIPWLSPKSLTRSHLAVIGLDAYLWSHQLSSQKTWQLKKSKEAHARGAISWAEVEEILVLLQLHANLDVLLMASWQELSQYVCAFTRALSQLPSKQHRDSQAFSFCTAGHWASGQQVTRDGSGLRGVWWRQIRQFNRVSPA.... Result: 0 (no interaction). (2) The miRNA is hsa-miR-758-5p with sequence GAUGGUUGACCAGAGAGCACAC. The protein sequence of the target gene is MTMTANKNSSITHGAGGTKAPRGTLSRSQSVSPPPVLSPPRSPIYPLSDSETSACRYPSHSSSRVLLKDRHPPAPSPQNPQDPSPDTSPPTCPFKTASFGYLDRSPSACKRDAQKESVQGAAQDVAGVAACLPLAQSTPFPGPAAGPRGVLLTRTGTRAHSLGIREKISAWEGRREASPRMSMCGEKREGSGSEWAASEGCPSLGCPSVVPSPCSSEKTFDFKGLRRMSRTFSECSYPETEEEGEALPVRDSFYRLEKRLGRSEPSAFLRGHGSRKESSAVLSRIQKIEQVLKEQPGRGL.... Result: 0 (no interaction). (3) The miRNA is hsa-miR-6884-5p with sequence AGAGGCUGAGAAGGUGAUGUUG. The protein sequence of the target gene is MVSSCCGSVCSDQGCGQDLCQETCCRPSCCETTCCRTTCCRPSCCVSSCCRPQCCQSVCCQPTCSRPSCCQTTCCRTTCYRPSCCVSSCCRPQCCQPACCQPTCCRPSCCETTCCHPRCCISSCCRPSCCVSSCCKPQCCQSVCCQPNCCRPSCSISSCCRPSCCESSCCRPCCCVRPVCGRVSCHTTCYRPTCVISSCPRPLCCASSCC. Result: 0 (no interaction). (4) The miRNA is hsa-miR-548i with sequence AAAAGUAAUUGCGGAUUUUGCC. The protein sequence of the target gene is MLHVEMLTLVFLVLWMCVFSQDPGSKAVADRYAVYWNSSNPRFQRGDYHIDVCINDYLDVFCPHYEDSVPEDKTERYVLYMVNFDGYSACDHTSKGFKRWECNRPHSPNGPLKFSEKFQLFTPFSLGFEFRPGREYFYISSAIPDNGRRSCLKLKVFVRPTNSCMKTIGVHDRVFDVNDKVENSLEPADDTVHESAEPSRGENAAQTPRIPSRLLAILLFLLAMLLTL. Result: 1 (interaction). (5) The miRNA is hsa-miR-29c-3p with sequence UAGCACCAUUUGAAAUCGGUUA. The protein sequence of the target gene is MQRWKAAALASVLCSSVLSIWMCREGLLLSHRLGPALVPLHRLPRTLDARIARLAQYRALLQGAPDAMELRELTPWAGRPPGPRRRAGPRRRRARARLGARPCGLRELEVRVSELGLGYASDETVLFRYCAGACEAAARVYDLGLRRLRQRRRLRRERVRAQPCCRPTAYEDEVSFLDAHSRYHTVHELSARECACV. Result: 0 (no interaction). (6) The miRNA is hsa-miR-4800-5p with sequence AGUGGACCGAGGAAGGAAGGA. The protein sequence of the target gene is MAATAAEAVASGSGEPREEAGALGPAWDESQLRSYSFPTRPIPRLSQSDPRAEELIENEEPVVLTDTNLVYPALKWDLEYLQENIGNGDFSVYSASTHKFLYYDEKKMANFQNFKPRSNREEMKFHEFVEKLQDIQQRGGEERLYLQQTLNDTVGRKIVMDFLGFNWNWINKQQGKRGWGQLTSNLLLIGMEGNVTPAHYDEQQNFFAQIKGYKRCILFPPDQFECLYPYPVHHPCDRQSQVDFDNPDYERFPNFQNVVGYETVVGPGDVLYIPMYWWHHIESLLNGGITITVNFWYKGA.... Result: 1 (interaction). (7) The miRNA is hsa-miR-588 with sequence UUGGCCACAAUGGGUUAGAAC. The protein sequence of the target gene is MEAAAGGRGCFQPHPGLQKTLEQFHLSSMSSLGGPAAFSARWAQEAYKKESAKEAGAAAVPAPVPAATEPPPVLHLPAIQPPPPVLPGPFFMPSDRSTERCETVLEGETISCFVVGGEKRLCLPQILNSVLRDFSLQQINAVCDELHIYCSRCTADQLEILKVMGILPFSAPSCGLITKTDAERLCNALLYGGAYPPPCKKELAASLALGLELSERSVRVYHECFGKCKGLLVPELYSSPSAACIQCLDCRLMYPPHKFVVHSHKALENRTCHWGFDSANWRAYILLSQDYTGKEEQARL.... Result: 1 (interaction).